Dataset: Full USPTO retrosynthesis dataset with 1.9M reactions from patents (1976-2016). Task: Predict the reactants needed to synthesize the given product. (1) Given the product [CH3:15][O:14][C:12]([C:7]1[CH:6]=[CH:5][C:4]2[C:9](=[CH:10][CH:11]=[C:2]([O:1][CH2:22][C@@H:23]([OH:24])[CH2:25][OH:17])[CH:3]=2)[CH:8]=1)=[O:13], predict the reactants needed to synthesize it. The reactants are: [OH:1][C:2]1[CH:3]=[C:4]2[C:9](=[CH:10][CH:11]=1)[CH:8]=[C:7]([C:12]([O:14][CH3:15])=[O:13])[CH:6]=[CH:5]2.C([O-])([O-])=[O:17].[K+].[K+].[CH3:22][C:23]([CH3:25])=[O:24]. (2) Given the product [Cl:3][C:16]1[N:12]([C:6]2[CH:11]=[CH:10][CH:9]=[CH:8][CH:7]=2)[N:13]=[C:14]([C:18]2[CH:23]=[C:22]([F:24])[C:21]([F:25])=[CH:20][C:19]=2[F:26])[C:15]=1[CH:27]=[O:30], predict the reactants needed to synthesize it. The reactants are: O=P(Cl)(Cl)[Cl:3].[C:6]1([N:12]2[C:16](=O)[CH2:15][C:14]([C:18]3[CH:23]=[C:22]([F:24])[C:21]([F:25])=[CH:20][C:19]=3[F:26])=[N:13]2)[CH:11]=[CH:10][CH:9]=[CH:8][CH:7]=1.[C:27](=[O:30])([O-])[O-].[K+].[K+]. (3) Given the product [CH:10]1[C:11]2[CH:12]([CH2:14][O:15][C:16]([NH:18][C@H:19]([C:20]([NH2:36])=[O:21])[CH2:23][CH2:24][CH2:25][C:26]([O:28][C:29]([CH3:32])([CH3:31])[CH3:30])=[O:27])=[O:17])[C:13]3[C:5](=[CH:4][CH:3]=[CH:2][CH:1]=3)[C:6]=2[CH:7]=[CH:8][CH:9]=1, predict the reactants needed to synthesize it. The reactants are: [CH:1]1[C:13]2[CH:12]([CH2:14][O:15][C:16]([NH:18][C@@H:19]([CH2:23][CH2:24][CH2:25][C:26]([O:28][C:29]([CH3:32])([CH3:31])[CH3:30])=[O:27])[C:20](O)=[O:21])=[O:17])[C:11]3[C:6](=[CH:7][CH:8]=[CH:9][CH:10]=3)[C:5]=2[CH:4]=[CH:3][CH:2]=1.[Cl-].[NH4+].C[N:36](C(ON1N=NC2C=CC=NC1=2)=[N+](C)C)C.F[P-](F)(F)(F)(F)F.